From a dataset of Full USPTO retrosynthesis dataset with 1.9M reactions from patents (1976-2016). Predict the reactants needed to synthesize the given product. (1) Given the product [F:1][C:2]1[CH:10]=[C:9]([C:11]2[CH:12]=[N:13][N:14]([CH3:16])[CH:15]=2)[CH:8]=[C:7]2[C:3]=1[CH2:4][CH2:5][NH:6]2, predict the reactants needed to synthesize it. The reactants are: [F:1][C:2]1[CH:10]=[C:9]([C:11]2[CH:12]=[N:13][N:14]([CH3:16])[CH:15]=2)[CH:8]=[C:7]2[C:3]=1[CH:4]=[CH:5][NH:6]2.[BH3-]C#N.[Na+]. (2) Given the product [F:15][C:16]1[CH:21]=[CH:20][C:19]([C:2]2[CH:11]=[C:10]3[C:5]([CH:6]=[C:7]([O:13][CH3:14])[C:8](=[O:12])[NH:9]3)=[CH:4][CH:3]=2)=[CH:18][CH:17]=1, predict the reactants needed to synthesize it. The reactants are: Br[C:2]1[CH:11]=[C:10]2[C:5]([CH:6]=[C:7]([O:13][CH3:14])[C:8](=[O:12])[NH:9]2)=[CH:4][CH:3]=1.[F:15][C:16]1[CH:21]=[CH:20][C:19](B(O)O)=[CH:18][CH:17]=1.C([O-])([O-])=O.[Na+].[Na+]. (3) Given the product [CH3:1][C:2]1([O:15][CH2:16][CH2:17][CH2:18][CH2:19][C:20](=[O:22])[CH3:21])[CH2:7][CH2:6][N:5]([C:8]([O:10][C:11]([CH3:12])([CH3:13])[CH3:14])=[O:9])[CH2:4][CH2:3]1, predict the reactants needed to synthesize it. The reactants are: [CH3:1][C:2]1([O:15][CH2:16][CH2:17]/[CH:18]=[CH:19]/[C:20](=[O:22])[CH3:21])[CH2:7][CH2:6][N:5]([C:8]([O:10][C:11]([CH3:14])([CH3:13])[CH3:12])=[O:9])[CH2:4][CH2:3]1. (4) Given the product [Cl:22][C:23]1[CH:24]=[C:25]([C:2]2[CH:7]=[C:6]([F:8])[C:5]([F:9])=[CH:4][C:3]=2[C:16]2[CH:17]=[CH:18][C:13]([S:12][CH3:11])=[CH:14][CH:15]=2)[CH:26]=[CH:27][C:28]=1[F:29], predict the reactants needed to synthesize it. The reactants are: Br[C:2]1[CH:7]=[C:6]([F:8])[C:5]([F:9])=[CH:4][C:3]=1Br.[CH3:11][S:12][C:13]1[CH:18]=[CH:17][C:16](B(O)O)=[CH:15][CH:14]=1.[Cl:22][C:23]1[CH:24]=[C:25](B(O)O)[CH:26]=[CH:27][C:28]=1[F:29]. (5) Given the product [N:30]1([CH2:22][C:20]2[S:19][CH:18]=[C:17]([C:14]3[CH:15]=[C:16]4[C:11](=[C:12]([C:24]([NH2:26])=[O:25])[CH:13]=3)[NH:10][CH:9]=[C:8]4[CH:6]3[CH2:5][CH2:4][S:3](=[O:28])(=[O:27])[C:2]([CH3:1])([CH3:29])[CH2:7]3)[CH:21]=2)[CH2:33][CH2:32][CH2:31]1, predict the reactants needed to synthesize it. The reactants are: [CH3:1][C:2]1([CH3:29])[CH2:7][CH:6]([C:8]2[C:16]3[C:11](=[C:12]([C:24]([NH2:26])=[O:25])[CH:13]=[C:14]([C:17]4[CH:21]=[C:20]([CH:22]=O)[S:19][CH:18]=4)[CH:15]=3)[NH:10][CH:9]=2)[CH2:5][CH2:4][S:3]1(=[O:28])=[O:27].[NH:30]1[CH2:33][CH2:32][CH2:31]1.C(O[BH-](OC(=O)C)OC(=O)C)(=O)C.[Na+]. (6) Given the product [Cl:33][C:2]1[C:3]([NH:14][C:15](=[O:23])[CH2:16][C:17]2[CH:22]=[CH:21][CH:20]=[CH:19][CH:18]=2)=[CH:4][N:5]=[C:6]([C:8]2[CH:13]=[CH:12][CH:11]=[CH:10][CH:9]=2)[N:7]=1, predict the reactants needed to synthesize it. The reactants are: O=[C:2]1[NH:7][C:6]([C:8]2[CH:13]=[CH:12][CH:11]=[CH:10][CH:9]=2)=[N:5][CH:4]=[C:3]1[NH:14][C:15](=[O:23])[CH2:16][C:17]1[CH:22]=[CH:21][CH:20]=[CH:19][CH:18]=1.C(N(CC)CC)C.P(Cl)(Cl)([Cl:33])=O.C(=O)([O-])O.[Na+]. (7) The reactants are: [Cl:1][C:2]1[CH:10]=[CH:9][CH:8]=[C:7]([NH:11][C:12](=O)[CH2:13][CH2:14][CH:15]=[CH2:16])[C:3]=1[C:4]([NH2:6])=[O:5].[OH-].[Na+]. Given the product [CH2:13]([C:12]1[NH:6][C:4](=[O:5])[C:3]2[C:7](=[CH:8][CH:9]=[CH:10][C:2]=2[Cl:1])[N:11]=1)[CH2:14][CH:15]=[CH2:16], predict the reactants needed to synthesize it. (8) Given the product [Cl:1][C:2]1[N:7]=[C:6]([F:8])[C:5]([NH:9][C:10](=[O:12])[CH3:11])=[CH:4][CH:3]=1, predict the reactants needed to synthesize it. The reactants are: [Cl:1][C:2]1[N:7]=[C:6]([F:8])[C:5]([NH2:9])=[CH:4][CH:3]=1.[C:10](Cl)(=[O:12])[CH3:11].C(=O)(O)[O-].[Na+]. (9) The reactants are: [F:1][CH:2]([F:24])[C:3]1[N:8]2[N:9]=[CH:10][C:11]([C:12]#[CH:13])=[C:7]2[N:6]=[C:5]([C:14]2[CH:19]=[CH:18][C:17]([C:20]([F:23])([F:22])[F:21])=[CH:16][CH:15]=2)[CH:4]=1.Br[C:26]1[CH:27]=[CH:28][C:29]([CH3:36])=[C:30]([S:32]([NH2:35])(=[O:34])=[O:33])[CH:31]=1. Given the product [F:24][CH:2]([F:1])[C:3]1[N:8]2[N:9]=[CH:10][C:11]([C:12]#[C:13][C:26]3[CH:27]=[CH:28][C:29]([CH3:36])=[C:30]([S:32]([NH2:35])(=[O:33])=[O:34])[CH:31]=3)=[C:7]2[N:6]=[C:5]([C:14]2[CH:19]=[CH:18][C:17]([C:20]([F:23])([F:22])[F:21])=[CH:16][CH:15]=2)[CH:4]=1, predict the reactants needed to synthesize it. (10) Given the product [Br:8][C:5]1[CH:6]=[CH:7][C:2]([C:17]#[C:16][Si:13]([C:9]([CH3:12])([CH3:11])[CH3:10])([CH3:15])[CH3:14])=[N:3][CH:4]=1, predict the reactants needed to synthesize it. The reactants are: Br[C:2]1[CH:7]=[CH:6][C:5]([Br:8])=[CH:4][N:3]=1.[C:9]([Si:13]([C:16]#[CH:17])([CH3:15])[CH3:14])([CH3:12])([CH3:11])[CH3:10].